Dataset: Forward reaction prediction with 1.9M reactions from USPTO patents (1976-2016). Task: Predict the product of the given reaction. (1) Given the reactants C([O:3][CH:4](OCC)[C:5]1[C:6]2[N:7]([C:11]([C:15]3[N:19]4[N:20]=[C:21]([CH3:29])[CH:22]=[C:23]([CH:24]([CH2:27][CH3:28])[CH2:25][CH3:26])[C:18]4=[N:17][C:16]=3[CH3:30])=[C:12]([CH3:14])[N:13]=2)[CH:8]=[CH:9][CH:10]=1)C.Cl, predict the reaction product. The product is: [CH2:25]([CH:24]([C:23]1[C:18]2[N:19]([C:15]([C:11]3[N:7]4[CH:8]=[CH:9][CH:10]=[C:5]([CH:4]=[O:3])[C:6]4=[N:13][C:12]=3[CH3:14])=[C:16]([CH3:30])[N:17]=2)[N:20]=[C:21]([CH3:29])[CH:22]=1)[CH2:27][CH3:28])[CH3:26]. (2) Given the reactants Cl[C:2]1[CH:3]=[C:4]2[N:11]([CH3:12])[CH2:10][CH2:9][N:5]2[C:6](=[O:8])[N:7]=1.[H-].[Na+].[Cl:15][C:16]1[CH:17]=[C:18]([CH:30]=[CH:31][CH:32]=1)[O:19][C:20]1[C:25]([F:26])=[CH:24][C:23]([CH2:27][OH:28])=[CH:22][C:21]=1[F:29], predict the reaction product. The product is: [Cl:15][C:16]1[CH:17]=[C:18]([CH:30]=[CH:31][CH:32]=1)[O:19][C:20]1[C:25]([F:26])=[CH:24][C:23]([CH2:27][O:28][C:2]2[CH:3]=[C:4]3[N:11]([CH3:12])[CH2:10][CH2:9][N:5]3[C:6](=[O:8])[N:7]=2)=[CH:22][C:21]=1[F:29]. (3) Given the reactants [CH:1]1([NH2:4])[CH2:3][CH2:2]1.C(N(CC)CC)C.C[O:13][C:14](=O)/[CH:15]=[C:16](/[O:19][CH3:20])\[CH2:17]Cl, predict the reaction product. The product is: [CH:1]1([N:4]2[CH2:17][C:16]([O:19][CH3:20])=[CH:15][C:14]2=[O:13])[CH2:3][CH2:2]1. (4) The product is: [NH2:3][C:4]1[C:9]([F:10])=[C:8]([C:11]2[CH:16]=[CH:15][C:14]([I:1])=[CH:13][CH:12]=2)[N:7]=[C:6]([C:21]([O:23][CH3:24])=[O:22])[C:5]=1[Cl:25]. Given the reactants [I:1]Cl.[NH2:3][C:4]1[C:9]([F:10])=[C:8]([C:11]2[CH:16]=[CH:15][C:14]([Si](C)(C)C)=[CH:13][CH:12]=2)[N:7]=[C:6]([C:21]([O:23][CH3:24])=[O:22])[C:5]=1[Cl:25], predict the reaction product. (5) Given the reactants [Cl:1][C:2]1[CH:10]=[CH:9][C:5]([C:6](O)=[O:7])=[C:4]([CH2:11][N:12]2[N:16]=[N:15][C:14]([CH3:17])=[N:13]2)[CH:3]=1.O1CCCC1.B, predict the reaction product. The product is: [Cl:1][C:2]1[CH:10]=[CH:9][C:5]([CH2:6][OH:7])=[C:4]([CH2:11][N:12]2[N:16]=[N:15][C:14]([CH3:17])=[N:13]2)[CH:3]=1. (6) Given the reactants Cl[C:2]1[C:11]2[C:6](=[CH:7][C:8]([O:12][CH3:13])=[CH:9][CH:10]=2)[CH:5]=[C:4]([NH:14][C:15]2[CH:19]=[C:18]([CH3:20])[NH:17][N:16]=2)[N:3]=1.[Cl:21][C:22]1[CH:27]=[CH:26][C:25]([NH2:28])=[CH:24][CH:23]=1, predict the reaction product. The product is: [Cl:21][C:22]1[CH:27]=[CH:26][C:25]([NH:28][C:2]2[C:11]3[C:6](=[CH:7][C:8]([O:12][CH3:13])=[CH:9][CH:10]=3)[CH:5]=[C:4]([NH:14][C:15]3[CH:19]=[C:18]([CH3:20])[NH:17][N:16]=3)[N:3]=2)=[CH:24][CH:23]=1. (7) Given the reactants [NH2:1][CH2:2][C:3]1[CH2:9][C:8]2[CH:10]=[C:11]3[O:16][CH2:15][O:14][C:12]3=[CH:13][C:7]=2[C:6]([C:17]2[CH:22]=[CH:21][C:20]([N+:23]([O-:25])=[O:24])=[CH:19][CH:18]=2)=[N:5][N:4]=1.[C:26](OC(=O)C)(=[O:28])[CH3:27], predict the reaction product. The product is: [NH:1]([CH2:2][C:3]1[CH2:9][C:8]2[CH:10]=[C:11]3[O:16][CH2:15][O:14][C:12]3=[CH:13][C:7]=2[C:6]([C:17]2[CH:22]=[CH:21][C:20]([N+:23]([O-:25])=[O:24])=[CH:19][CH:18]=2)=[N:5][N:4]=1)[C:26]([CH3:27])=[O:28]. (8) Given the reactants C([Li])CCC.[Br:6][C:7]1[CH:19]=[CH:18][C:17]2[C:16]3[C:11](=[CH:12][C:13](Br)=[CH:14][CH:15]=3)[C:10]([CH2:29][CH2:30][CH2:31][CH2:32][CH2:33][CH2:34][CH2:35][CH3:36])([CH2:21][CH2:22][CH2:23][CH2:24][CH2:25][CH2:26][CH2:27][CH3:28])[C:9]=2[CH:8]=1.C[O:38]B(OC)OC.Cl, predict the reaction product. The product is: [Br:6][C:7]1[CH:19]=[CH:18][C:17]2[C:16]3[C:11](=[CH:12][C:13]([OH:38])=[CH:14][CH:15]=3)[C:10]([CH2:29][CH2:30][CH2:31][CH2:32][CH2:33][CH2:34][CH2:35][CH3:36])([CH2:21][CH2:22][CH2:23][CH2:24][CH2:25][CH2:26][CH2:27][CH3:28])[C:9]=2[CH:8]=1. (9) The product is: [CH:15]1([C:18]2[CH:23]=[CH:22][C:21]([O:24][CH:9]3[CH2:8][CH2:7][N:6]([C:5]4[CH:7]=[CH:8][C:9]([O:10][CH2:11][CH2:12][S:13][CH3:14])=[C:3]([O:2][CH3:1])[CH:4]=4)[C:3]3=[O:2])=[CH:20][CH:19]=2)[CH2:17][CH2:16]1. Given the reactants [CH3:1][O:2][C:3]1[CH:4]=[C:5]([CH:7]=[CH:8][C:9]=1[O:10][CH2:11][CH2:12][S:13][CH3:14])[NH2:6].[CH:15]1([C:18]2[CH:23]=[CH:22][C:21]([OH:24])=[CH:20][CH:19]=2)[CH2:17][CH2:16]1, predict the reaction product.